Task: Predict the reactants needed to synthesize the given product.. Dataset: Full USPTO retrosynthesis dataset with 1.9M reactions from patents (1976-2016) (1) Given the product [CH2:16]([O:23][C:24]1[CH:33]=[C:32]2[C:27]([C:28]([O:15][C:4]3[C:5]([C:9]4[CH:14]=[CH:13][CH:12]=[CH:11][N:10]=4)=[N:6][C:7]([CH3:8])=[C:2]([CH3:1])[CH:3]=3)=[CH:29][CH:30]=[N:31]2)=[CH:26][C:25]=1[O:35][CH3:36])[C:17]1[CH:18]=[CH:19][CH:20]=[CH:21][CH:22]=1, predict the reactants needed to synthesize it. The reactants are: [CH3:1][C:2]1[CH:3]=[C:4]([OH:15])[C:5]([C:9]2[CH:14]=[CH:13][CH:12]=[CH:11][N:10]=2)=[N:6][C:7]=1[CH3:8].[CH2:16]([O:23][C:24]1[CH:33]=[C:32]2[C:27]([C:28](Cl)=[CH:29][CH:30]=[N:31]2)=[CH:26][C:25]=1[O:35][CH3:36])[C:17]1[CH:22]=[CH:21][CH:20]=[CH:19][CH:18]=1.C(=O)([O-])[O-].[Cs+].[Cs+].O. (2) Given the product [C:7]1([C:1]2[CH:2]=[CH:3][CH:4]=[CH:5][CH:6]=2)[CH:12]=[CH:11][CH:10]=[C:9]([O:13][CH2:23][C:20]2[O:19][C:18]([C:16]([OH:17])=[O:15])=[CH:22][CH:21]=2)[CH:8]=1, predict the reactants needed to synthesize it. The reactants are: [C:1]1([C:7]2[CH:8]=[C:9]([OH:13])[CH:10]=[CH:11][CH:12]=2)[CH:6]=[CH:5][CH:4]=[CH:3][CH:2]=1.C[O:15][C:16]([C:18]1[O:19][C:20]([CH2:23]Cl)=[CH:21][CH:22]=1)=[O:17]. (3) Given the product [Cl:2][C:3]1[CH:4]=[CH:5][C:6]([O:20][CH2:21][CH:22]([CH3:23])[CH3:24])=[C:7]([CH2:9][C:10]2[N:15]=[C:14]([C:16]3[NH:19][C:35]4[CH:34]=[CH:33][C:28]([C:29]([O:31][CH3:32])=[O:30])=[CH:27][C:26]=4[N:25]=3)[CH:13]=[CH:12][CH:11]=2)[CH:8]=1, predict the reactants needed to synthesize it. The reactants are: Cl.[Cl:2][C:3]1[CH:4]=[CH:5][C:6]([O:20][CH2:21][CH:22]([CH3:24])[CH3:23])=[C:7]([CH2:9][C:10]2[N:15]=[C:14]([C:16](=[NH:19])OC)[CH:13]=[CH:12][CH:11]=2)[CH:8]=1.[NH2:25][C:26]1[CH:27]=[C:28]([CH:33]=[CH:34][C:35]=1N)[C:29]([O:31][CH3:32])=[O:30]. (4) Given the product [F:1][C:2]1[CH:3]=[C:4]([C:8]2[CH:9]=[CH:10][C:11]([C:14]([NH:16][C@H:17]3[CH2:22][CH2:21][C@H:20]([C:23](=[O:25])[NH:26][CH:27]4[CH2:32][CH2:31][NH:30][CH2:29][CH2:28]4)[CH2:19][CH2:18]3)=[O:15])=[CH:12][N:13]=2)[CH:5]=[CH:6][CH:7]=1, predict the reactants needed to synthesize it. The reactants are: [F:1][C:2]1[CH:3]=[C:4]([C:8]2[N:13]=[CH:12][C:11]([C:14]([NH:16][C@H:17]3[CH2:22][CH2:21][C@H:20]([C:23]([OH:25])=O)[CH2:19][CH2:18]3)=[O:15])=[CH:10][CH:9]=2)[CH:5]=[CH:6][CH:7]=1.[NH2:26][CH:27]1[CH2:32][CH2:31][N:30](C(OC(C)(C)C)=O)[CH2:29][CH2:28]1. (5) The reactants are: [CH3:1][C:2]1[CH:3]=[C:4]([N:8]2[CH:13]=[CH:12][CH:11]=[C:10]([C:14]([OH:16])=O)[C:9]2=[O:17])[CH:5]=[CH:6][CH:7]=1.CN(C(ON1N=NC2C=CC=NC1=2)=[N+](C)C)C.F[P-](F)(F)(F)(F)F.C1C=NC2N(O)N=NC=2C=1.CCN(C(C)C)C(C)C.[Cl:61][C:62]1[CH:69]=[CH:68][C:65]([CH2:66][NH2:67])=[CH:64][CH:63]=1. Given the product [Cl:61][C:62]1[CH:69]=[CH:68][C:65]([CH2:66][NH:67][C:14]([C:10]2[C:9](=[O:17])[N:8]([C:4]3[CH:5]=[CH:6][CH:7]=[C:2]([CH3:1])[CH:3]=3)[CH:13]=[CH:12][CH:11]=2)=[O:16])=[CH:64][CH:63]=1, predict the reactants needed to synthesize it. (6) Given the product [ClH:40].[NH2:8][C@@:9]1([C:33]([OH:35])=[O:34])[C@H:14]([CH2:15][S:16][C:17]2[CH:22]=[CH:21][C:20]([F:23])=[C:19]([F:24])[CH:18]=2)[C@@H:13]([OH:25])[C@@H:12]2[C@H:10]1[C@H:11]2[C:26]([OH:28])=[O:27], predict the reactants needed to synthesize it. The reactants are: C(OC([NH:8][C@@:9]1([C:33]([O:35]C(C)(C)C)=[O:34])[C@H:14]([CH2:15][S:16][C:17]2[CH:22]=[CH:21][C:20]([F:23])=[C:19]([F:24])[CH:18]=2)[C@@H:13]([OH:25])[C@@H:12]2[C@H:10]1[C@H:11]2[C:26]([O:28]C(C)(C)C)=[O:27])=O)(C)(C)C.[ClH:40]. (7) The reactants are: [CH:1]1([N:4]2[CH:8]=[C:7]([C:9]3[C:10]([O:23][C:24]4[N:32]=[C:31]5[C:27]([N:28](C6CCCCO6)[CH:29]=[N:30]5)=[CH:26][N:25]=4)=[C:11]4[C:16](=[CH:17][CH:18]=3)[N:15]([C:19](=[O:21])[CH3:20])[C@@H:14]([CH3:22])[CH2:13][CH2:12]4)[CH:6]=[N:5]2)[CH2:3][CH2:2]1.Cl.C(=O)([O-])[O-].[Na+].[Na+]. Given the product [N:25]1[CH:26]=[C:27]2[C:31]([N:30]=[CH:29][NH:28]2)=[N:32][C:24]=1[O:23][C:10]1[C:9]([C:7]2[CH:6]=[N:5][N:4]([CH:1]3[CH2:3][CH2:2]3)[CH:8]=2)=[CH:18][CH:17]=[C:16]2[C:11]=1[CH2:12][CH2:13][C@H:14]([CH3:22])[N:15]2[C:19](=[O:21])[CH3:20], predict the reactants needed to synthesize it.